Dataset: Full USPTO retrosynthesis dataset with 1.9M reactions from patents (1976-2016). Task: Predict the reactants needed to synthesize the given product. (1) Given the product [NH:44]1[C:45]2[C:41](=[C:40]([C:2]3[N:3]=[C:4]([N:13]4[CH2:18][CH2:17][O:16][CH2:15][CH2:14]4)[C:5]4[S:10][C:9]([C:27]5[CH:28]=[C:23]([NH:22][C:19](=[O:21])[CH3:20])[CH:24]=[CH:25][CH:26]=5)=[C:8]([CH3:12])[C:6]=4[N:7]=3)[CH:48]=[CH:47][CH:46]=2)[CH:42]=[N:43]1, predict the reactants needed to synthesize it. The reactants are: Cl[C:2]1[N:3]=[C:4]([N:13]2[CH2:18][CH2:17][O:16][CH2:15][CH2:14]2)[C:5]2[S:10][C:9](I)=[C:8]([CH3:12])[C:6]=2[N:7]=1.[C:19]([NH:22][C:23]1[CH:24]=[C:25](B(O)O)[CH:26]=[CH:27][CH:28]=1)(=[O:21])[CH3:20].CC1(C)C(C)(C)OB([C:40]2[CH:48]=[CH:47][CH:46]=[C:45]3[C:41]=2[CH:42]=[N:43][NH:44]3)O1. (2) Given the product [CH3:25][S:26][CH2:3][C:4]1[N:5]([CH2:18][C:19]2[CH:24]=[CH:23][CH:22]=[CH:21][CH:20]=2)[C:6]2[C:15]3[CH:14]=[CH:13][CH:12]=[CH:11][C:10]=3[N:9]=[C:8]([NH2:16])[C:7]=2[N:17]=1, predict the reactants needed to synthesize it. The reactants are: Cl.Cl[CH2:3][C:4]1[N:5]([CH2:18][C:19]2[CH:24]=[CH:23][CH:22]=[CH:21][CH:20]=2)[C:6]2[C:15]3[CH:14]=[CH:13][CH:12]=[CH:11][C:10]=3[N:9]=[C:8]([NH2:16])[C:7]=2[N:17]=1.[CH3:25][SH:26].C[O-].[Na+]. (3) The reactants are: [CH3:1][O:2][C:3]1[CH:4]=[C:5]2[C:10](=[CH:11][C:12]=1[O:13][CH3:14])[N:9]=[CH:8][CH:7]=[C:6]2[O:15][C:16]1[CH:22]=[CH:21][C:19]([NH2:20])=[C:18]([CH3:23])[C:17]=1[CH3:24].[C:25]1(C)C=CC=CC=1.C(N([CH2:37][CH3:38])CC)C.ClC(Cl)(O[C:43](=[O:49])[O:44][C:45](Cl)(Cl)Cl)Cl.COC1C=[C:55]([CH:58]=[C:59]([O:61][CH3:62])C=1)[CH2:56][OH:57]. Given the product [CH3:1][O:2][C:3]1[CH:4]=[C:5]2[C:10](=[CH:11][C:12]=1[O:13][CH3:14])[N:9]=[CH:8][CH:7]=[C:6]2[O:15][C:16]1[CH:22]=[CH:21][C:19]([NH:20][C:43](=[O:49])[O:44][CH2:45][C:38]2[CH:37]=[C:59]([O:61][CH3:62])[CH:58]=[CH:55][C:56]=2[O:57][CH3:25])=[C:18]([CH3:23])[C:17]=1[CH3:24], predict the reactants needed to synthesize it. (4) Given the product [CH2:1]1[C:4]2([O:9][CH2:8][CH:7]([O:10][C:11]3[CH:16]=[CH:15][N:14]=[C:13]([CH2:17][S:37][C:38]4[NH:42][C:41]5[CH:43]=[CH:44][CH:45]=[CH:46][C:40]=5[N:39]=4)[C:12]=3[CH3:19])[CH2:6][O:5]2)[CH2:3][CH2:2]1, predict the reactants needed to synthesize it. The reactants are: [CH2:1]1[C:4]2([O:9][CH2:8][CH:7]([O:10][C:11]3[CH:16]=[CH:15][N:14]=[C:13]([CH2:17]O)[C:12]=3[CH3:19])[CH2:6][O:5]2)[CH2:3][CH2:2]1.C(N(CC)CC)C.CS(Cl)(=O)=O.C(=O)([O-])O.[Na+].[SH:37][C:38]1[NH:39][C:40]2[CH:46]=[CH:45][CH:44]=[CH:43][C:41]=2[N:42]=1. (5) Given the product [O:1]1[C:5]2[CH:6]=[CH:7][CH:8]=[CH:9][C:4]=2[N:3]=[C:2]1[C:10]1[CH:11]=[CH:12][C:13]2[N:17]([CH:18]3[CH2:23][CH2:22][O:21][CH2:20][CH2:19]3)[C:31]([CH2:30][CH:27]3[CH2:28][CH2:29][O:24][CH2:25][CH2:26]3)=[N:15][C:14]=2[CH:16]=1, predict the reactants needed to synthesize it. The reactants are: [O:1]1[C:5]2[CH:6]=[CH:7][CH:8]=[CH:9][C:4]=2[N:3]=[C:2]1[C:10]1[CH:11]=[CH:12][C:13]([NH:17][CH:18]2[CH2:23][CH2:22][O:21][CH2:20][CH2:19]2)=[C:14]([CH:16]=1)[NH2:15].[O:24]1[CH2:29][CH2:28][CH:27]([CH2:30][CH:31]=O)[CH2:26][CH2:25]1.OOS([O-])=O.[K+].C(=O)([O-])[O-].[K+].[K+]. (6) Given the product [C:1]([O:5][C:6]([N:12]1[CH2:15][CH:14]([C:16]([OH:18])=[O:17])[CH2:13]1)=[O:8])([CH3:2])([CH3:3])[CH3:4], predict the reactants needed to synthesize it. The reactants are: [C:1]([O:5][C:6]([O:8]C([O-])=O)=O)([CH3:4])([CH3:3])[CH3:2].[NH:12]1[CH2:15][CH:14]([C:16]([OH:18])=[O:17])[CH2:13]1.C(=O)([O-])[O-].[K+].[K+].Cl.